This data is from Forward reaction prediction with 1.9M reactions from USPTO patents (1976-2016). The task is: Predict the product of the given reaction. Given the reactants [Cl:1][C:2]1[C:7]2[O:8][CH2:9][CH2:10][CH2:11][O:12][C:6]=2[CH:5]=[C:4]([CH2:13][NH:14][CH2:15][CH:16]([CH3:18])[CH3:17])[CH:3]=1.[C:19]([O:23][C:24]([N:26]1[CH2:30][CH2:29][C@@H:28]([C:31]([OH:33])=O)[CH2:27]1)=[O:25])([CH3:22])([CH3:21])[CH3:20].Cl.C(N=C=NCCCN(C)C)C.CC1C=CN=C(N)C=1C, predict the reaction product. The product is: [C:19]([O:23][C:24]([N:26]1[CH2:30][CH2:29][C@@H:28]([C:31]([N:14]([CH2:13][C:4]2[CH:3]=[C:2]([Cl:1])[C:7]3[O:8][CH2:9][CH2:10][CH2:11][O:12][C:6]=3[CH:5]=2)[CH2:15][CH:16]([CH3:17])[CH3:18])=[O:33])[CH2:27]1)=[O:25])([CH3:20])([CH3:21])[CH3:22].